This data is from Peptide-MHC class I binding affinity with 185,985 pairs from IEDB/IMGT. The task is: Regression. Given a peptide amino acid sequence and an MHC pseudo amino acid sequence, predict their binding affinity value. This is MHC class I binding data. (1) The peptide sequence is FAIVPPLQI. The MHC is HLA-B27:03 with pseudo-sequence HLA-B27:03. The binding affinity (normalized) is 0.0847. (2) The binding affinity (normalized) is 0.0847. The MHC is HLA-B08:01 with pseudo-sequence HLA-B08:01. The peptide sequence is DYPDDFMDK. (3) The peptide sequence is YNLLIRCLR. The MHC is HLA-A03:02 with pseudo-sequence HLA-A03:02. The binding affinity (normalized) is 0.378. (4) The peptide sequence is KRINSLIKY. The MHC is HLA-B08:03 with pseudo-sequence HLA-B08:03. The binding affinity (normalized) is 0.0847. (5) The peptide sequence is RENQVAVVR. The MHC is HLA-A69:01 with pseudo-sequence HLA-A69:01. The binding affinity (normalized) is 0.0847.